This data is from Forward reaction prediction with 1.9M reactions from USPTO patents (1976-2016). The task is: Predict the product of the given reaction. (1) Given the reactants [CH3:1][CH:2]([CH3:5])[C:3]#[CH:4].C([Li])CCC.CCCCCC.C(O[B:21]1[O:25][C:24]([CH3:27])([CH3:26])[C:23]([CH3:29])([CH3:28])[O:22]1)(C)C.Cl, predict the reaction product. The product is: [CH3:27][C:24]1([CH3:26])[C:23]([CH3:28])([CH3:29])[O:22][B:21]([C:4]#[C:3][CH:2]([CH3:5])[CH3:1])[O:25]1. (2) Given the reactants [C:1]([O:5]C(N1C[C@@H](N(C)C)C[C@H]1CO)=O)(C)(C)C.O[C:19]1[CH:28]=[CH:27][C:22]([C:23]([O:25]C)=[O:24])=[CH:21][CH:20]=1.C1C=CC(P(C2C=CC=CC=2)C2C=CC=CC=2)=CC=1.CC(OC(/N=N/C(OC(C)C)=O)=O)C, predict the reaction product. The product is: [C:23]([O:25][O:5][CH3:1])(=[O:24])[C:22]1[CH:27]=[CH:28][CH:19]=[CH:20][CH:21]=1. (3) Given the reactants Cl[C:2]1[N:7]=[C:6]([C:8]2[CH:9]=[N:10][N:11]3[CH:16]=[CH:15][CH:14]=[CH:13][C:12]=23)[C:5]([CH3:17])=[CH:4][N:3]=1.O.C1(C)C=CC(S(O)(=O)=O)=CC=1.[CH3:30][O:31][C:32]1[CH:38]=[C:37]([C:39]2[CH2:40][CH2:41][N:42]([CH3:45])[CH2:43][CH:44]=2)[C:36]([N+:46]([O-:48])=[O:47])=[CH:35][C:33]=1[NH2:34], predict the reaction product. The product is: [CH3:30][O:31][C:32]1[CH:38]=[C:37]([C:39]2[CH2:44][CH2:43][N:42]([CH3:45])[CH2:41][CH:40]=2)[C:36]([N+:46]([O-:48])=[O:47])=[CH:35][C:33]=1[NH:34][C:2]1[N:7]=[C:6]([C:8]2[CH:9]=[N:10][N:11]3[CH:16]=[CH:15][CH:14]=[CH:13][C:12]=23)[C:5]([CH3:17])=[CH:4][N:3]=1. (4) Given the reactants [O:1]1[CH2:6][CH2:5][CH2:4][CH2:3][CH:2]1[N:7]1[C:15]2[C:10](=[CH:11][C:12](B3OC(C)(C)C(C)(C)O3)=[CH:13][CH:14]=2)[C:9]([C:25]2[N:30]=[C:29]([O:31][C@@H:32]3[CH2:37][CH2:36][CH2:35][N:34]([C:38]([O:40][C:41]([CH3:44])([CH3:43])[CH3:42])=[O:39])[CH2:33]3)[CH:28]=[N:27][CH:26]=2)=[N:8]1.[Cl:45][C:46]1[N:51]=[C:50](Cl)[CH:49]=[CH:48][N:47]=1.C([O-])([O-])=O.[Na+].[Na+], predict the reaction product. The product is: [Cl:45][C:46]1[N:51]=[C:50]([C:12]2[CH:11]=[C:10]3[C:15](=[CH:14][CH:13]=2)[N:7]([CH:2]2[CH2:3][CH2:4][CH2:5][CH2:6][O:1]2)[N:8]=[C:9]3[C:25]2[N:30]=[C:29]([O:31][C@@H:32]3[CH2:37][CH2:36][CH2:35][N:34]([C:38]([O:40][C:41]([CH3:42])([CH3:44])[CH3:43])=[O:39])[CH2:33]3)[CH:28]=[N:27][CH:26]=2)[CH:49]=[CH:48][N:47]=1.